From a dataset of NCI-60 drug combinations with 297,098 pairs across 59 cell lines. Regression. Given two drug SMILES strings and cell line genomic features, predict the synergy score measuring deviation from expected non-interaction effect. (1) Cell line: T-47D. Synergy scores: CSS=19.9, Synergy_ZIP=10.9, Synergy_Bliss=12.6, Synergy_Loewe=11.6, Synergy_HSA=13.5. Drug 2: CC1=C(C=C(C=C1)NC2=NC=CC(=N2)N(C)C3=CC4=NN(C(=C4C=C3)C)C)S(=O)(=O)N.Cl. Drug 1: C1CCN(CC1)CCOC2=CC=C(C=C2)C(=O)C3=C(SC4=C3C=CC(=C4)O)C5=CC=C(C=C5)O. (2) Drug 1: C1=CN(C=N1)CC(O)(P(=O)(O)O)P(=O)(O)O. Drug 2: CC1=C(N=C(N=C1N)C(CC(=O)N)NCC(C(=O)N)N)C(=O)NC(C(C2=CN=CN2)OC3C(C(C(C(O3)CO)O)O)OC4C(C(C(C(O4)CO)O)OC(=O)N)O)C(=O)NC(C)C(C(C)C(=O)NC(C(C)O)C(=O)NCCC5=NC(=CS5)C6=NC(=CS6)C(=O)NCCC[S+](C)C)O. Cell line: COLO 205. Synergy scores: CSS=12.1, Synergy_ZIP=-1.62, Synergy_Bliss=2.35, Synergy_Loewe=-7.15, Synergy_HSA=-1.79. (3) Drug 1: C1=CN(C=N1)CC(O)(P(=O)(O)O)P(=O)(O)O. Drug 2: CC(C)CN1C=NC2=C1C3=CC=CC=C3N=C2N. Cell line: UACC62. Synergy scores: CSS=0.168, Synergy_ZIP=0.625, Synergy_Bliss=0.429, Synergy_Loewe=0.631, Synergy_HSA=-0.178. (4) Drug 1: C1=C(C(=O)NC(=O)N1)F. Synergy scores: CSS=62.1, Synergy_ZIP=-4.53, Synergy_Bliss=-8.46, Synergy_Loewe=-9.82, Synergy_HSA=-6.63. Drug 2: CS(=O)(=O)OCCCCOS(=O)(=O)C. Cell line: SR. (5) Drug 2: CCC1(CC2CC(C3=C(CCN(C2)C1)C4=CC=CC=C4N3)(C5=C(C=C6C(=C5)C78CCN9C7C(C=CC9)(C(C(C8N6C=O)(C(=O)OC)O)OC(=O)C)CC)OC)C(=O)OC)O.OS(=O)(=O)O. Synergy scores: CSS=12.6, Synergy_ZIP=-0.257, Synergy_Bliss=2.58, Synergy_Loewe=-2.13, Synergy_HSA=0.252. Drug 1: CN(CC1=CN=C2C(=N1)C(=NC(=N2)N)N)C3=CC=C(C=C3)C(=O)NC(CCC(=O)O)C(=O)O. Cell line: NCI-H226. (6) Drug 1: COC1=C(C=C2C(=C1)N=CN=C2NC3=CC(=C(C=C3)F)Cl)OCCCN4CCOCC4. Drug 2: CC1CCC2CC(C(=CC=CC=CC(CC(C(=O)C(C(C(=CC(C(=O)CC(OC(=O)C3CCCCN3C(=O)C(=O)C1(O2)O)C(C)CC4CCC(C(C4)OC)OCCO)C)C)O)OC)C)C)C)OC. Cell line: SF-539. Synergy scores: CSS=24.0, Synergy_ZIP=-1.02, Synergy_Bliss=2.01, Synergy_Loewe=5.72, Synergy_HSA=6.31. (7) Drug 1: CC1C(C(CC(O1)OC2CC(CC3=C2C(=C4C(=C3O)C(=O)C5=C(C4=O)C(=CC=C5)OC)O)(C(=O)CO)O)N)O. Drug 2: CC1CCC2CC(C(=CC=CC=CC(CC(C(=O)C(C(C(=CC(C(=O)CC(OC(=O)C3CCCCN3C(=O)C(=O)C1(O2)O)C(C)CC4CCC(C(C4)OC)OP(=O)(C)C)C)C)O)OC)C)C)C)OC. Cell line: SW-620. Synergy scores: CSS=63.9, Synergy_ZIP=-0.0479, Synergy_Bliss=-0.733, Synergy_Loewe=1.35, Synergy_HSA=3.56.